Dataset: Forward reaction prediction with 1.9M reactions from USPTO patents (1976-2016). Task: Predict the product of the given reaction. (1) Given the reactants [NH2:1][C:2]1[CH:3]=[CH:4][C:5]([F:17])=[C:6]([C@:8]2([CH3:16])[C@@H:13]([F:14])[CH2:12][O:11][C:10]([NH2:15])=[N:9]2)[CH:7]=1.[CH:18]1([C:21](O)=[O:22])[CH2:20][CH2:19]1, predict the reaction product. The product is: [NH2:15][C:10]1[O:11][CH2:12][C@H:13]([F:14])[C@:8]([C:6]2[CH:7]=[C:2]([NH:1][C:21]([CH:18]3[CH2:20][CH2:19]3)=[O:22])[CH:3]=[CH:4][C:5]=2[F:17])([CH3:16])[N:9]=1. (2) The product is: [CH2:1]([O:8][C:9]([NH:11][C@H:12]([C:16]([O:18][CH2:19][CH2:20][C:21]1[CH:29]=[CH:28][C:24]([C:25]([O:27][CH2:49][Cl:50])=[O:26])=[CH:23][CH:22]=1)=[O:17])[CH:13]([CH3:15])[CH3:14])=[O:10])[C:2]1[CH:3]=[CH:4][CH:5]=[CH:6][CH:7]=1. Given the reactants [CH2:1]([O:8][C:9]([NH:11][C@H:12]([C:16]([O:18][CH2:19][CH2:20][C:21]1[CH:29]=[CH:28][C:24]([C:25]([OH:27])=[O:26])=[CH:23][CH:22]=1)=[O:17])[CH:13]([CH3:15])[CH3:14])=[O:10])[C:2]1[CH:7]=[CH:6][CH:5]=[CH:4][CH:3]=1.[OH-].C([N+](CCCC)(CCCC)CCCC)CCC.I[CH2:49][Cl:50], predict the reaction product.